This data is from Forward reaction prediction with 1.9M reactions from USPTO patents (1976-2016). The task is: Predict the product of the given reaction. (1) Given the reactants [CH3:1][C:2]1([CH3:19])[C:10]2[C:5](=[CH:6][C:7]([C:11]3[CH:12]=[N:13][C:14]([CH3:17])=[N:15][CH:16]=3)=[CH:8][CH:9]=2)[NH:4][C:3]1=[O:18].[CH2:20](Br)[CH:21]=[CH2:22], predict the reaction product. The product is: [CH2:22]([N:4]1[C:5]2[C:10](=[CH:9][CH:8]=[C:7]([C:11]3[CH:16]=[N:15][C:14]([CH3:17])=[N:13][CH:12]=3)[CH:6]=2)[C:2]([CH3:19])([CH3:1])[C:3]1=[O:18])[CH:21]=[CH2:20]. (2) The product is: [NH2:25][C:21]1[CH:20]=[C:19]([CH:24]=[CH:23][CH:22]=1)[C:18]([NH:17][C:13]1[C:12]([I:29])=[CH:11][C:10]([C:3]([O:8][CH3:9])([C:2]([F:31])([F:1])[F:30])[C:4]([F:5])([F:6])[F:7])=[CH:15][C:14]=1[I:16])=[O:28]. Given the reactants [F:1][C:2]([F:31])([F:30])[C:3]([C:10]1[CH:15]=[C:14]([I:16])[C:13]([NH:17][C:18](=[O:28])[C:19]2[CH:24]=[CH:23][CH:22]=[C:21]([N+:25]([O-])=O)[CH:20]=2)=[C:12]([I:29])[CH:11]=1)([O:8][CH3:9])[C:4]([F:7])([F:6])[F:5].Cl.O.C([O-])([O-])=O.[K+].[K+], predict the reaction product. (3) Given the reactants [CH3:1][C:2]1[NH:3][C:4]2[C:5]([N:12]=1)=[N+:6]([O-])[CH:7]=[CH:8][C:9]=2[CH3:10].C(Cl)(Cl)[Cl:14], predict the reaction product. The product is: [Cl:14][C:7]1[N:6]=[C:5]2[N:12]=[C:2]([CH3:1])[NH:3][C:4]2=[C:9]([CH3:10])[CH:8]=1. (4) The product is: [OH:8][CH2:7][CH2:6][CH2:5][CH2:4][CH2:3][C:2](=[O:1])[CH3:9]. Given the reactants [O:1]=[C:2]([CH3:9])[CH2:3][CH2:4][CH2:5][CH2:6][CH:7]=[O:8], predict the reaction product. (5) Given the reactants [Br:1][C:2]1[CH:3]=[C:4]([SH:9])[CH:5]=[CH:6][C:7]=1[F:8].Cl[CH2:11][C:12](=[O:14])[CH3:13].C(=O)([O-])[O-].[K+].[K+], predict the reaction product. The product is: [Br:1][C:2]1[CH:3]=[C:4]([S:9][CH2:11][C:12](=[O:14])[CH3:13])[CH:5]=[CH:6][C:7]=1[F:8].